From a dataset of Full USPTO retrosynthesis dataset with 1.9M reactions from patents (1976-2016). Predict the reactants needed to synthesize the given product. (1) Given the product [CH3:1][O:2][C:3](=[O:12])[CH2:4][C:5]1[CH:10]=[CH:9][C:8]([C:58]2[CH:59]=[CH:60][C:55]([C:52]([CH2:53][CH3:54])([C:71]3[CH:76]=[CH:75][C:74](/[CH:77]=[CH:78]/[C:79]4([OH:85])[CH2:84][CH2:83][O:82][CH2:81][CH2:80]4)=[C:73]([CH3:86])[CH:72]=3)[CH2:50][CH3:51])=[CH:56][C:57]=2[CH3:70])=[CH:7][CH:6]=1, predict the reactants needed to synthesize it. The reactants are: [CH3:1][O:2][C:3](=[O:12])[CH2:4][C:5]1[CH:10]=[CH:9][C:8](Br)=[CH:7][CH:6]=1.C1(P(C2CCCCC2)C2C=CC=CC=2C2C(OC)=CC=CC=2OC)CCCCC1.P([O-])([O-])([O-])=O.[K+].[K+].[K+].[CH2:50]([C:52]([C:71]1[CH:76]=[CH:75][C:74](/[CH:77]=[CH:78]/[C:79]2([OH:85])[CH2:84][CH2:83][O:82][CH2:81][CH2:80]2)=[C:73]([CH3:86])[CH:72]=1)([C:55]1[CH:60]=[CH:59][C:58](B2OC(C)(C)C(C)(C)O2)=[C:57]([CH3:70])[CH:56]=1)[CH2:53][CH3:54])[CH3:51].C(=O)(O)[O-].[Na+]. (2) Given the product [ClH:17].[ClH:17].[N:1]1[CH:6]=[CH:5][C:4]([CH2:7][NH2:8])=[CH:3][N:2]=1, predict the reactants needed to synthesize it. The reactants are: [N:1]1[CH:6]=[CH:5][C:4]([CH2:7][NH:8]C(=O)C2C=CC=CC=2)=[CH:3][N:2]=1.[ClH:17]. (3) Given the product [ClH:1].[CH3:25][N:3]([CH3:2])[C:4]1([C:19]2[CH:24]=[CH:23][CH:22]=[CH:21][CH:20]=2)[CH2:9][CH2:8][CH:7]([CH:10]([OH:18])[CH2:11][C:12]2[CH:17]=[CH:16][CH:15]=[CH:14][CH:13]=2)[CH2:6][CH2:5]1, predict the reactants needed to synthesize it. The reactants are: [ClH:1].[CH3:2][N:3]([CH3:25])[C:4]1([C:19]2[CH:24]=[CH:23][CH:22]=[CH:21][CH:20]=2)[CH2:9][CH2:8][CH:7]([CH:10]([OH:18])[CH2:11][C:12]2[CH:17]=[CH:16][CH:15]=[CH:14][CH:13]=2)[CH2:6][CH2:5]1. (4) Given the product [C:9]1([C:2]2[C:3]([CH3:8])=[N:4][CH:5]=[CH:6][CH:7]=2)[CH2:14][CH2:13][CH2:12][CH2:11][CH:10]=1, predict the reactants needed to synthesize it. The reactants are: Br[C:2]1[C:3]([CH3:8])=[N:4][CH:5]=[CH:6][CH:7]=1.[C:9]1(B2OC(C)(C)C(C)(C)O2)[CH2:14][CH2:13][CH2:12][CH2:11][CH:10]=1.C(=O)([O-])[O-].[Cs+].[Cs+].O1CCOCC1. (5) Given the product [C:3]([O:7][C:8]([N:10]1[CH2:15][CH2:14][C@@H:13]([NH:16][C:17]2[C:18]3[N:19]([CH:26]=[C:27]([C:29]([OH:31])=[O:30])[CH:28]=3)[N:20]=[CH:21][C:22]=2[C:23](=[O:25])[NH2:24])[C:12]([CH3:35])([CH3:34])[CH2:11]1)=[O:9])([CH3:6])([CH3:4])[CH3:5], predict the reactants needed to synthesize it. The reactants are: [OH-].[Na+].[C:3]([O:7][C:8]([N:10]1[CH2:15][CH2:14][C@@H:13]([NH:16][C:17]2[C:18]3[N:19]([CH:26]=[C:27]([C:29]([O:31]CC)=[O:30])[CH:28]=3)[N:20]=[CH:21][C:22]=2[C:23](=[O:25])[NH2:24])[C:12]([CH3:35])([CH3:34])[CH2:11]1)=[O:9])([CH3:6])([CH3:5])[CH3:4]. (6) Given the product [C:1]([O:5][C:6]([NH:8][CH:9]([CH2:10][CH:23]([C:20]1[CH:21]=[CH:22][C:17]([Cl:16])=[CH:18][CH:19]=1)[C:24](=[O:26])[CH3:25])[C:12]([O:14][CH3:15])=[O:13])=[O:7])([CH3:4])([CH3:3])[CH3:2], predict the reactants needed to synthesize it. The reactants are: [C:1]([O:5][C:6]([NH:8][C@H:9]([C:12]([O:14][CH3:15])=[O:13])[CH2:10]I)=[O:7])([CH3:4])([CH3:3])[CH3:2].[Cl:16][C:17]1[CH:22]=[CH:21][C:20]([CH2:23][C:24](=[O:26])[CH3:25])=[CH:19][CH:18]=1.C(=O)([O-])[O-].[Cs+].[Cs+].CCOC(C)=O. (7) Given the product [CH3:28][C:24]1([CH3:29])[CH2:23][CH2:22][C:21]([CH3:30])([CH3:31])[C:20]2[CH:19]=[C:18]([CH:12]([CH2:13][CH2:14][CH2:15][CH2:16][CH3:17])[C:11]#[C:10][C:7]3[CH:8]=[CH:9][C:4]([C:3]([OH:32])=[O:2])=[CH:5][CH:6]=3)[CH:27]=[CH:26][C:25]1=2, predict the reactants needed to synthesize it. The reactants are: C[O:2][C:3](=[O:32])[C:4]1[CH:9]=[CH:8][C:7]([C:10]#[C:11][CH:12]([C:18]2[CH:27]=[CH:26][C:25]3[C:24]([CH3:29])([CH3:28])[CH2:23][CH2:22][C:21]([CH3:31])([CH3:30])[C:20]=3[CH:19]=2)[CH2:13][CH2:14][CH2:15][CH2:16][CH3:17])=[CH:6][CH:5]=1.[OH-].[K+].C1COCC1.Cl.